This data is from Reaction yield outcomes from USPTO patents with 853,638 reactions. The task is: Predict the reaction yield, written as a fraction of the theoretical maximum amount of product (1.0 means a 100% yield; for example, 0.34 means a 34% yield). (1) The reactants are F[C:2]1[CH:3]=[C:4]([CH:18]=[CH:19][C:20]=1[N+:21]([O-:23])=[O:22])[C:5]([N:7]([CH2:13][CH2:14][CH:15]([CH3:17])[CH3:16])[CH2:8][CH2:9][CH:10]([CH3:12])[CH3:11])=[O:6].[NH2:24][CH2:25][CH2:26][CH:27]1[O:31][CH2:30][CH2:29][O:28]1.C(=O)([O-])[O-].[K+].[K+]. The catalyst is C(#N)C. The product is [O:28]1[CH2:29][CH2:30][O:31][CH:27]1[CH2:26][CH2:25][NH:24][C:2]1[CH:3]=[C:4]([CH:18]=[CH:19][C:20]=1[N+:21]([O-:23])=[O:22])[C:5]([N:7]([CH2:13][CH2:14][CH:15]([CH3:17])[CH3:16])[CH2:8][CH2:9][CH:10]([CH3:12])[CH3:11])=[O:6]. The yield is 0.980. (2) The reactants are [C:1]([O:7][CH2:8][CH3:9])(=[O:6])[CH2:2][C:3]([CH3:5])=O.[Br:10][C:11]1[CH:18]=[CH:17][C:14]([CH:15]=O)=[CH:13][CH:12]=1.[NH4+:19].[OH-:20]. The catalyst is CCO.C(Cl)Cl. The product is [Br:10][C:11]1[CH:18]=[CH:17][C:14]([CH:15]2[C:2]([C:1]([O:7][CH2:8][CH3:9])=[O:6])=[C:3]([CH3:5])[NH:19][C:3]([CH3:5])=[C:2]2[C:1]([O:7][CH2:8][CH3:9])=[O:20])=[CH:13][CH:12]=1. The yield is 0.660. (3) The reactants are [O-]S([O-])=O.[Na+].[Na+].C([O-])([O-])=O.[Na+].[Na+].[CH3:13][C:14]1[CH:15]=[C:16]([S:21](Cl)(=[O:23])=[O:22])[CH:17]=[C:18]([CH3:20])[CH:19]=1.Cl[CH2:26][C:27]1[N:28]=[C:29]([C:33]2[CH:42]=[CH:41][C:36]([C:37]([O:39][CH3:40])=[O:38])=[CH:35][CH:34]=2)[O:30][C:31]=1[CH3:32]. The catalyst is O.CN(C=O)C. The product is [CH3:13][C:14]1[CH:15]=[C:16]([S:21]([CH2:26][C:27]2[N:28]=[C:29]([C:33]3[CH:42]=[CH:41][C:36]([C:37]([O:39][CH3:40])=[O:38])=[CH:35][CH:34]=3)[O:30][C:31]=2[CH3:32])(=[O:23])=[O:22])[CH:17]=[C:18]([CH3:20])[CH:19]=1. The yield is 0.900. (4) The reactants are [C:1]([C:3]1[C:4]([C:9]2[CH:14]=[CH:13][CH:12]=[CH:11][CH:10]=2)=[N:5][O:6][C:7]=1[CH3:8])#[CH:2].Br[C:16]1[CH:21]=[CH:20][CH:19]=[C:18]([CH3:22])[N:17]=1. No catalyst specified. The product is [CH3:22][C:18]1[CH:19]=[CH:20][CH:21]=[C:16]([C:2]#[C:1][C:3]2[C:4]([C:9]3[CH:14]=[CH:13][CH:12]=[CH:11][CH:10]=3)=[N:5][O:6][C:7]=2[CH3:8])[N:17]=1. The yield is 0.600. (5) The reactants are C([O:3][C:4](=O)[C:5]([CH3:18])([CH3:17])[CH2:6][CH2:7][CH2:8][CH2:9][CH2:10][C:11](=[O:16])[CH2:12][CH2:13][CH2:14][CH3:15])C.[H-].[H-].[H-].[H-].[Li+].[Al+3].O.Cl. The catalyst is CCOCC. The product is [CH3:18][C:5]([CH3:17])([CH2:6][CH2:7][CH2:8][CH2:9][CH2:10][CH:11]([OH:16])[CH2:12][CH2:13][CH2:14][CH3:15])[CH2:4][OH:3]. The yield is 0.810. (6) The reactants are N1C=CC=CC=1.[CH2:7]([N:11]1[CH:16]=[CH:15][C:14]([OH:17])=[C:13]([Cl:18])[C:12]1=[O:19])[CH2:8][CH2:9][CH3:10].[F:20][C:21]([F:34])([F:33])[S:22](O[S:22]([C:21]([F:34])([F:33])[F:20])(=[O:24])=[O:23])(=[O:24])=[O:23]. The catalyst is C(Cl)Cl. The product is [CH2:7]([N:11]1[CH:16]=[CH:15][C:14]([O:17][S:22]([C:21]([F:34])([F:33])[F:20])(=[O:24])=[O:23])=[C:13]([Cl:18])[C:12]1=[O:19])[CH2:8][CH2:9][CH3:10]. The yield is 1.00. (7) The reactants are C([O:4][CH2:5][C:6]1[C:7]([N:30]2[CH2:42][CH2:41][N:33]3[C:34]4[CH2:35][CH2:36][CH2:37][CH2:38][C:39]=4[CH:40]=[C:32]3[C:31]2=[O:43])=[N:8][CH:9]=[CH:10][C:11]=1[C:12]1[CH:17]=[C:16]([NH:18][C:19]2[CH:27]=[C:22]3[CH2:23][NH:24][CH2:25][CH2:26][N:21]3[N:20]=2)[C:15](=[O:28])[N:14]([CH3:29])[CH:13]=1)(=O)C.[OH-].[Li+]. The product is [OH:4][CH2:5][C:6]1[C:7]([N:30]2[CH2:42][CH2:41][N:33]3[C:34]4[CH2:35][CH2:36][CH2:37][CH2:38][C:39]=4[CH:40]=[C:32]3[C:31]2=[O:43])=[N:8][CH:9]=[CH:10][C:11]=1[C:12]1[CH:17]=[C:16]([NH:18][C:19]2[CH:27]=[C:22]3[CH2:23][NH:24][CH2:25][CH2:26][N:21]3[N:20]=2)[C:15](=[O:28])[N:14]([CH3:29])[CH:13]=1. The yield is 0.460. The catalyst is C(O)(C)C.C1COCC1.O. (8) The reactants are [H-].[Na+].[CH3:3][C:4]1([CH3:18])[CH2:12][C:11]2[NH:10][N:9]=[C:8]([C:13]([F:16])([F:15])[F:14])[C:7]=2[C:6](=[O:17])[CH2:5]1.[Br:19][C:20]1[CH:27]=[C:26](F)[CH:25]=[CH:24][C:21]=1[C:22]#[N:23]. The catalyst is CS(C)=O. The product is [Br:19][C:20]1[CH:27]=[C:26]([N:10]2[C:11]3[CH2:12][C:4]([CH3:18])([CH3:3])[CH2:5][C:6](=[O:17])[C:7]=3[C:8]([C:13]([F:16])([F:15])[F:14])=[N:9]2)[CH:25]=[CH:24][C:21]=1[C:22]#[N:23]. The yield is 0.630. (9) The product is [CH3:7][C:8]1([C:13]2[CH:14]=[C:15]([CH2:16][NH2:17])[CH:18]=[CH:19][CH:20]=2)[O:9][CH2:10][CH2:11][O:12]1. The reactants are [H-].[H-].[H-].[H-].[Li+].[Al+3].[CH3:7][C:8]1([C:13]2[CH:14]=[C:15]([CH:18]=[CH:19][CH:20]=2)[C:16]#[N:17])[O:12][CH2:11][CH2:10][O:9]1. The yield is 0.570. The catalyst is CCOCC.